From a dataset of Peptide-MHC class I binding affinity with 185,985 pairs from IEDB/IMGT. Regression. Given a peptide amino acid sequence and an MHC pseudo amino acid sequence, predict their binding affinity value. This is MHC class I binding data. (1) The peptide sequence is IVDCLTEMYY. The MHC is HLA-B37:01 with pseudo-sequence HLA-B37:01. The binding affinity (normalized) is 0.0847. (2) The peptide sequence is AMAAGLSSL. The MHC is HLA-A02:01 with pseudo-sequence HLA-A02:01. The binding affinity (normalized) is 0.542. (3) The peptide sequence is GSPGDLQTLAL. The MHC is HLA-B54:01 with pseudo-sequence HLA-B54:01. The binding affinity (normalized) is 0. (4) The peptide sequence is RRRQWASCM. The MHC is HLA-B27:05 with pseudo-sequence HLA-B27:05. The binding affinity (normalized) is 0.598. (5) The peptide sequence is AMIDRLHQT. The MHC is HLA-A26:01 with pseudo-sequence HLA-A26:01. The binding affinity (normalized) is 0.0847. (6) The peptide sequence is KQGDVFYTA. The MHC is HLA-A23:01 with pseudo-sequence HLA-A23:01. The binding affinity (normalized) is 0.0847.